From a dataset of Reaction yield outcomes from USPTO patents with 853,638 reactions. Predict the reaction yield, written as a fraction of the theoretical maximum amount of product (1.0 means a 100% yield; for example, 0.34 means a 34% yield). (1) The reactants are [F:1][C:2]([F:16])([CH2:12][CH2:13][CH2:14][CH3:15])[C:3](=[O:11])[CH2:4]P(=O)(OC)OC.[H-].[Li+].[C:19]([O:22][C@@H:23]1[C@H:27]([CH2:28][CH2:29][CH2:30][CH2:31][CH2:32][CH2:33][C:34]([O:36][CH3:37])=[O:35])[C@@H:26]([CH:38]=O)[C@H:25]([O:40][CH:41]2[CH2:46][CH2:45][CH2:44][CH2:43][O:42]2)[CH2:24]1)(=[O:21])[CH3:20].O. The catalyst is COC(C)(C)C. The product is [C:19]([O:22][C@@H:23]1[C@H:27]([CH2:28][CH2:29][CH2:30][CH2:31][CH2:32][CH2:33][C:34]([O:36][CH3:37])=[O:35])[C@@H:26](/[CH:38]=[CH:4]/[C:3](=[O:11])[C:2]([F:1])([F:16])[CH2:12][CH2:13][CH2:14][CH3:15])[C@H:25]([O:40][CH:41]2[CH2:46][CH2:45][CH2:44][CH2:43][O:42]2)[CH2:24]1)(=[O:21])[CH3:20]. The yield is 0.213. (2) The catalyst is [Cu-]=O.C(OCC)(=O)C. The yield is 0.242. The product is [O:1]1[CH2:6][CH2:5][CH:4]([C:7]([OH:9])=[O:8])[CH2:3][CH2:2]1. The reactants are [O:1]1[CH2:6][CH2:5][C:4](C(O)=O)([C:7]([OH:9])=[O:8])[CH2:3][CH2:2]1.N1C=CC=CC=1.O.Cl. (3) The reactants are [CH3:1][O:2][C:3]1[CH:4]=[C:5]([CH:12]([C:14]2[CH:19]=[C:18]([O:20][CH3:21])[C:17]([O:22][CH3:23])=[C:16]([O:24][CH3:25])[CH:15]=2)[OH:13])[CH:6]=[CH:7][C:8]=1[N+:9]([O-:11])=[O:10]. The catalyst is C(Cl)Cl.O=[Mn]=O. The product is [CH3:1][O:2][C:3]1[CH:4]=[C:5]([C:12]([C:14]2[CH:19]=[C:18]([O:20][CH3:21])[C:17]([O:22][CH3:23])=[C:16]([O:24][CH3:25])[CH:15]=2)=[O:13])[CH:6]=[CH:7][C:8]=1[N+:9]([O-:11])=[O:10]. The yield is 0.480. (4) No catalyst specified. The yield is 0.460. The product is [F:1][C:2]1[CH:3]=[C:4]([NH:30][C:31]([NH:46][C:99](=[O:98])[CH2:95][C:96]2[CH:59]=[CH:60][C:55]([F:54])=[CH:56][CH:97]=2)=[O:43])[CH:5]=[CH:6][C:7]=1[O:8][C:9]1[C:14]2=[CH:15][C:16]([C:18]3[CH:23]=[CH:22][N:21]=[C:20]([N:24]4[CH2:29][CH2:28][O:27][CH2:26][CH2:25]4)[CH:19]=3)=[CH:17][N:13]2[N:12]=[CH:11][N:10]=1. The reactants are [F:1][C:2]1[CH:3]=[C:4]([NH:30][C:31](=[O:43])CC(NC2C=CC(F)=CC=2)=O)[CH:5]=[CH:6][C:7]=1[O:8][C:9]1[C:14]2=[CH:15][C:16]([C:18]3[CH:23]=[CH:22][N:21]=[C:20]([N:24]4[CH2:29][CH2:28][O:27][CH2:26][CH2:25]4)[CH:19]=3)=[CH:17][N:13]2[N:12]=[CH:11][N:10]=1.CC[N:46](C(C)C)C(C)C.Cl.[F:54][C:55]1[CH:56]=C(C(C(NC2C=[CH:56][C:55]([F:54])=[CH:60][CH:59]=2)=O)C(N)=O)C=[CH:59][C:60]=1OC1C2=C(C)C(OCCN3CCOCC3)=CN2N=CN=1.[CH2:95]1[CH2:99][O:98][CH2:97][CH2:96]1. (5) The reactants are [CH2:1]([CH:8]1[C:14](=[O:15])[C:13](=[N:16]O)[CH:12]2[CH2:18][CH:9]1[CH2:10][CH2:11]2)[C:2]1[CH:7]=[CH:6][CH:5]=[CH:4][N:3]=1.[ClH:19].[H][H]. The catalyst is [Pd].C(O)C. The product is [ClH:19].[NH2:16][CH:13]1[CH:12]2[CH2:18][CH:9]([CH2:10][CH2:11]2)[CH:8]([CH2:1][C:2]2[CH:7]=[CH:6][CH:5]=[CH:4][N:3]=2)[C:14]1=[O:15]. The yield is 0.860. (6) The reactants are [CH2:1]([S:8][CH:9]([CH2:19][N:20]1[CH2:25][CH2:24][S:23][CH2:22][CH2:21]1)[CH2:10][NH:11]C(=O)OC(C)(C)C)[C:2]1[CH:7]=[CH:6][CH:5]=[CH:4][CH:3]=1.C(OCC)(=O)C.C(OCC)(=O)C.Cl. The catalyst is CO. The product is [CH2:1]([S:8][CH:9]([CH2:19][N:20]1[CH2:21][CH2:22][S:23][CH2:24][CH2:25]1)[CH2:10][NH2:11])[C:2]1[CH:7]=[CH:6][CH:5]=[CH:4][CH:3]=1. The yield is 0.910. (7) The reactants are [N+:1]([C:4]1[C:5]([N:13]2[CH2:18][C@H:17]([C:19]([F:22])([F:21])[F:20])[CH2:16][C@H:15]([NH:23][C:24](=[O:30])[O:25][C:26]([CH3:29])([CH3:28])[CH3:27])[CH2:14]2)=[C:6]2[CH2:12][CH2:11][CH2:10][C:7]2=[N:8][CH:9]=1)([O-:3])=[O:2].C1C=C(Cl)C=C(C(OO)=[O:39])C=1. The catalyst is C(Cl)Cl. The product is [N+:1]([C:4]1[C:5]([N:13]2[CH2:18][C@H:17]([C:19]([F:22])([F:21])[F:20])[CH2:16][C@H:15]([NH:23][C:24](=[O:30])[O:25][C:26]([CH3:27])([CH3:29])[CH3:28])[CH2:14]2)=[C:6]2[CH2:12][CH2:11][CH2:10][C:7]2=[N+:8]([O-:39])[CH:9]=1)([O-:3])=[O:2]. The yield is 0.620.